This data is from Full USPTO retrosynthesis dataset with 1.9M reactions from patents (1976-2016). The task is: Predict the reactants needed to synthesize the given product. (1) Given the product [Cl:11][C:6]1[C:7]2[C:8](=[O:9])[NH:10][CH:13]=[N:1][C:2]=2[CH:3]=[C:4]([Cl:12])[N:5]=1, predict the reactants needed to synthesize it. The reactants are: [NH2:1][C:2]1[C:7]([C:8]([NH2:10])=[O:9])=[C:6]([Cl:11])[N:5]=[C:4]([Cl:12])[CH:3]=1.[CH2:13](OC(OCC)OCC)C. (2) Given the product [CH3:10][C:6]1[N:5]=[C:4](/[C:1](=[N:17]/[OH:18])/[CH3:2])[CH:9]=[CH:8][CH:7]=1, predict the reactants needed to synthesize it. The reactants are: [C:1]([C:4]1[CH:9]=[CH:8][CH:7]=[C:6]([CH3:10])[N:5]=1)(=O)[CH3:2].C([O-])(=O)C.[Na+].Cl.[NH2:17][OH:18].